This data is from NCI-60 drug combinations with 297,098 pairs across 59 cell lines. The task is: Regression. Given two drug SMILES strings and cell line genomic features, predict the synergy score measuring deviation from expected non-interaction effect. Drug 1: C1=CN(C=N1)CC(O)(P(=O)(O)O)P(=O)(O)O. Drug 2: C1CC(=O)NC(=O)C1N2C(=O)C3=CC=CC=C3C2=O. Cell line: SF-268. Synergy scores: CSS=0.413, Synergy_ZIP=1.20, Synergy_Bliss=0.847, Synergy_Loewe=-0.455, Synergy_HSA=-0.125.